Dataset: Peptide-MHC class I binding affinity with 185,985 pairs from IEDB/IMGT. Task: Regression. Given a peptide amino acid sequence and an MHC pseudo amino acid sequence, predict their binding affinity value. This is MHC class I binding data. (1) The peptide sequence is FMKVKFEAL. The binding affinity (normalized) is 0.0847. The MHC is HLA-B39:01 with pseudo-sequence HLA-B39:01. (2) The peptide sequence is VFSDGRVAC. The MHC is HLA-A26:01 with pseudo-sequence HLA-A26:01. The binding affinity (normalized) is 0. (3) The peptide sequence is RVYVAQKRK. The MHC is HLA-A26:01 with pseudo-sequence HLA-A26:01. The binding affinity (normalized) is 0.0847. (4) The peptide sequence is MKWGMEMRR. The MHC is HLA-B08:02 with pseudo-sequence HLA-B08:02. The binding affinity (normalized) is 0.0847. (5) The MHC is HLA-E01:01 with pseudo-sequence HLA-E01:03. The binding affinity (normalized) is 0.232. The peptide sequence is IMANRAQVL.